Predict which catalyst facilitates the given reaction. From a dataset of Catalyst prediction with 721,799 reactions and 888 catalyst types from USPTO. (1) Reactant: [N:1]1([CH2:6][CH2:7][CH2:8][CH2:9][C:10]2[CH:15]=[CH:14][C:13]([OH:16])=[CH:12][CH:11]=2)[CH:5]=[CH:4][N:3]=[N:2]1.[H-].[Na+].Cl[CH2:20][C:21]1[CH:22]=[N:23][CH:24]=[C:25]([C:27]2[CH:32]=[CH:31][C:30]([O:33][C:34]([F:37])([F:36])[F:35])=[CH:29][CH:28]=2)[CH:26]=1.O. Product: [N:1]1([CH2:6][CH2:7][CH2:8][CH2:9][C:10]2[CH:11]=[CH:12][C:13]([O:16][CH2:20][C:21]3[CH:22]=[N:23][CH:24]=[C:25]([C:27]4[CH:28]=[CH:29][C:30]([O:33][C:34]([F:37])([F:35])[F:36])=[CH:31][CH:32]=4)[CH:26]=3)=[CH:14][CH:15]=2)[CH:5]=[CH:4][N:3]=[N:2]1. The catalyst class is: 9. (2) Reactant: [Br:1][C:2]1[NH:6][CH:5]=[N:4][CH:3]=1.[H-].[Na+].[CH3:9][Si:10]([CH2:13][CH2:14][O:15][CH2:16]Cl)([CH3:12])[CH3:11]. Product: [Br:1][C:2]1[N:6]=[CH:5][N:4]([CH2:16][O:15][CH2:14][CH2:13][Si:10]([CH3:12])([CH3:11])[CH3:9])[CH:3]=1. The catalyst class is: 1. (3) The catalyst class is: 1. Reactant: [Si]([O:8][CH2:9][C:10]1[N:15]=[CH:14][C:13]2[N:16]=[CH:17][N:18]([C:19]3[S:23][C:22]([C:24]([NH2:26])=[O:25])=[C:21]([O:27][CH:28]([C:30]4[CH:35]=[CH:34][CH:33]=[CH:32][C:31]=4[CH3:36])[CH3:29])[CH:20]=3)[C:12]=2[CH:11]=1)(C(C)(C)C)(C)C.[F-].C([N+](CCCC)(CCCC)CCCC)CCC. Product: [OH:8][CH2:9][C:10]1[N:15]=[CH:14][C:13]2[N:16]=[CH:17][N:18]([C:19]3[S:23][C:22]([C:24]([NH2:26])=[O:25])=[C:21]([O:27][CH:28]([C:30]4[CH:35]=[CH:34][CH:33]=[CH:32][C:31]=4[CH3:36])[CH3:29])[CH:20]=3)[C:12]=2[CH:11]=1. (4) Reactant: C([NH:18][CH2:19][CH2:20][C:21]([OH:23])=[O:22])(OCC1C2C(=CC=CC=2)C2C1=CC=CC=2)=O.N1CCCCC1.[CH:30]([C:32]1[CH:40]=[CH:39][C:35]([C:36]([OH:38])=O)=[CH:34][CH:33]=1)=[O:31].C(N(C(C)C)CC)(C)C.C1CN([P+](Br)(N2CCCC2)N2CCCC2)CC1.F[P-](F)(F)(F)(F)F. Product: [CH:30]([C:32]1[CH:33]=[CH:34][C:35]([C:36]([NH:18][CH2:19][CH2:20][C:21]([OH:23])=[O:22])=[O:38])=[CH:39][CH:40]=1)=[O:31]. The catalyst class is: 3. (5) Reactant: Cl[C:2]1[N:7]2[CH:8]=[CH:9][N:10]=[C:6]2[CH:5]=[C:4]([C:11]2[CH:16]=[CH:15][N:14]=[C:13]([Cl:17])[CH:12]=2)[N:3]=1.[C:18]([O:22][C:23]([N:25]1[CH2:30][CH:29]2[CH2:31][CH:26]1[CH2:27][NH:28]2)=[O:24])([CH3:21])([CH3:20])[CH3:19].C(=O)([O-])[O-].[K+].[K+]. Product: [C:18]([O:22][C:23]([N:25]1[CH2:30][CH:29]2[CH2:31][CH:26]1[CH2:27][N:28]2[C:2]1[N:7]2[CH:8]=[CH:9][N:10]=[C:6]2[CH:5]=[C:4]([C:11]2[CH:16]=[CH:15][N:14]=[C:13]([Cl:17])[CH:12]=2)[N:3]=1)=[O:24])([CH3:21])([CH3:19])[CH3:20]. The catalyst class is: 37. (6) Reactant: C1(S([CH:10]([C:61]2[C:66]([CH3:68])([CH3:67])[CH2:65][CH2:64][CH2:63][C:62]=2[CH3:69])[CH:11](O)[C:12]([CH3:59])=[CH:13][CH2:14][CH2:15][C:16]([CH3:58])=[CH:17][CH:18](S(C2C=CC=CC=2)(=O)=O)[CH2:19][CH:20]=[C:21]([CH3:48])[CH2:22][CH2:23][CH:24]=[C:25]([CH3:47])[CH:26](O)[CH:27](S(C2C=CC=CC=2)(=O)=O)[C:28]2[C:33]([CH3:35])([CH3:34])[CH2:32][CH2:31][CH2:30][C:29]=2[CH3:36])(=O)=O)C=CC=CC=1.N1C=CC=CC=1.P(Br)(Br)Br. Product: [CH3:69][C:62]1[CH2:63][CH2:64][CH2:65][C:66]([CH3:67])([CH3:68])[C:61]=1/[CH:10]=[CH:11]/[C:12](/[CH3:59])=[CH:13]/[CH:14]=[CH:15]/[C:16](/[CH3:58])=[CH:17]/[CH:18]=[CH:19]/[CH:20]=[C:21](\[CH3:48])/[CH:22]=[CH:23]/[CH:24]=[C:25](\[CH3:47])/[CH:26]=[CH:27]/[C:28]1[C:33]([CH3:35])([CH3:34])[CH2:32][CH2:31][CH2:30][C:29]=1[CH3:36]. The catalyst class is: 2. (7) Reactant: [Cl-].O[NH3+:3].[C:4](=[O:7])([O-])[OH:5].[Na+].CS(C)=O.[CH3:13][C:14]1[N:47]=[C:17]2[N:18]([CH2:41][C:42]3([CH3:46])[CH2:45][O:44][CH2:43]3)[C:19](=[O:40])[C:20]([CH2:25][C:26]3[CH:31]=[CH:30][C:29]([C:32]4[C:33]([C:38]#[N:39])=[CH:34][CH:35]=[CH:36][CH:37]=4)=[CH:28][CH:27]=3)=[C:21]([CH2:22][CH2:23][CH3:24])[N:16]2[N:15]=1. Product: [CH3:13][C:14]1[N:47]=[C:17]2[N:18]([CH2:41][C:42]3([CH3:46])[CH2:45][O:44][CH2:43]3)[C:19](=[O:40])[C:20]([CH2:25][C:26]3[CH:27]=[CH:28][C:29]([C:32]4[CH:37]=[CH:36][CH:35]=[CH:34][C:33]=4[C:38]4[NH:3][C:4](=[O:7])[O:5][N:39]=4)=[CH:30][CH:31]=3)=[C:21]([CH2:22][CH2:23][CH3:24])[N:16]2[N:15]=1. The catalyst class is: 13. (8) Reactant: [Br:1][C:2]1[C:3](Cl)=[N:4][C:5]([NH:8][C:9]2[CH:14]=[C:13]([CH3:15])[CH:12]=[C:11]([CH3:16])[CH:10]=2)=[N:6][CH:7]=1.[NH:18]1[CH2:23][CH2:22][O:21][CH2:20][CH2:19]1. Product: [Br:1][C:2]1[C:3]([N:18]2[CH2:23][CH2:22][O:21][CH2:20][CH2:19]2)=[N:4][C:5]([NH:8][C:9]2[CH:14]=[C:13]([CH3:15])[CH:12]=[C:11]([CH3:16])[CH:10]=2)=[N:6][CH:7]=1. The catalyst class is: 155. (9) Reactant: O.[C:2]1([CH3:12])[CH:7]=[CH:6][C:5]([S:8]([OH:11])(=[O:10])=[O:9])=[CH:4][CH:3]=1.[Cl:13][C:14]1[CH:19]=[CH:18][C:17]([C:20]([CH:23]2[CH2:28][CH2:27][N:26](C(OC(C)(C)C)=O)[CH2:25][CH2:24]2)(O)[CH3:21])=[CH:16][CH:15]=1.S([O-])([O-])(=O)=O.[Mg+2]. Product: [CH3:12][C:2]1[CH:3]=[CH:4][C:5]([S:8]([OH:11])(=[O:10])=[O:9])=[CH:6][CH:7]=1.[Cl:13][C:14]1[CH:19]=[CH:18][C:17]([C:20](=[C:23]2[CH2:24][CH2:25][NH:26][CH2:27][CH2:28]2)[CH3:21])=[CH:16][CH:15]=1. The catalyst class is: 11.